From a dataset of Forward reaction prediction with 1.9M reactions from USPTO patents (1976-2016). Predict the product of the given reaction. (1) Given the reactants C[Al].[CH2:3]([NH2:6])[CH2:4][NH2:5].[CH2:7]([NH:11][C:12]1[CH:13]=[CH:14][C:15]2[N:16]([C:18]([C:21]3[CH:30]=[CH:29][C:24]([C:25]([O:27]C)=[O:26])=[CH:23][CH:22]=3)=[CH:19][N:20]=2)[N:17]=1)[CH2:8][CH2:9][CH3:10].O, predict the reaction product. The product is: [C:25]([OH:27])(=[O:26])[CH3:24].[NH2:5][CH2:4][CH2:3][NH:6][C:25](=[O:26])[C:24]1[CH:23]=[CH:22][C:21]([C:18]2[N:16]3[N:17]=[C:12]([NH:11][CH2:7][CH2:8][CH2:9][CH3:10])[CH:13]=[CH:14][C:15]3=[N:20][CH:19]=2)=[CH:30][CH:29]=1. (2) The product is: [CH3:1][O:2][C:3](=[O:21])[C:4]1[CH:9]=[C:8]([C:36]2[CH:37]=[C:32]([S:31][CH2:30][CH2:29][NH:28][C:27]([O:26][C:22]([CH3:24])([CH3:23])[CH3:25])=[O:40])[N:33]=[C:34]([NH2:39])[N:35]=2)[C:7]([Cl:19])=[CH:6][C:5]=1[Cl:20]. Given the reactants [CH3:1][O:2][C:3](=[O:21])[C:4]1[CH:9]=[C:8](B2OC(C)(C)C(C)(C)O2)[C:7]([Cl:19])=[CH:6][C:5]=1[Cl:20].[C:22]([O:26][C:27](=[O:40])[NH:28][CH2:29][CH2:30][S:31][C:32]1[CH:37]=[C:36](Cl)[N:35]=[C:34]([NH2:39])[N:33]=1)([CH3:25])([CH3:24])[CH3:23].C1(P(C2C=CC=CC=2)C2C=CC=CC=2)C=CC=CC=1.C(=O)(O)[O-].[Na+], predict the reaction product. (3) The product is: [C:19]([OH:26])(=[O:25])/[CH:20]=[CH:21]\[C:22]([OH:24])=[O:23].[CH3:1][O:2][N:3]([CH3:18])[C:4]1[N:5]=[C:6]([NH:14][CH2:15][CH2:16][CH3:17])[N:7]=[C:8]([NH:10][CH2:11][C:12]#[CH:13])[N:9]=1. Given the reactants [CH3:1][O:2][N:3]([CH3:18])[C:4]1[N:9]=[C:8]([NH:10][CH2:11][CH2:12][CH3:13])[N:7]=[C:6]([NH:14][CH2:15][C:16]#[CH:17])[N:5]=1.[C:19]([OH:26])(=[O:25])/[CH:20]=[CH:21]\[C:22]([OH:24])=[O:23], predict the reaction product.